This data is from CYP2C9 inhibition data for predicting drug metabolism from PubChem BioAssay. The task is: Regression/Classification. Given a drug SMILES string, predict its absorption, distribution, metabolism, or excretion properties. Task type varies by dataset: regression for continuous measurements (e.g., permeability, clearance, half-life) or binary classification for categorical outcomes (e.g., BBB penetration, CYP inhibition). Dataset: cyp2c9_veith. (1) The drug is COc1ccc(-c2nc3cnc(N(C)C)nc3n(CCC#N)c2=O)cc1. The result is 0 (non-inhibitor). (2) The compound is CCOc1ccccc1/C=N/NC(=O)Cc1csc(Nc2cccc(C(F)(F)F)c2)n1. The result is 1 (inhibitor). (3) The compound is OC(Cc1nc2ccccc2[nH]1)c1ccccc1Cl. The result is 1 (inhibitor).